Predict the reactants needed to synthesize the given product. From a dataset of Full USPTO retrosynthesis dataset with 1.9M reactions from patents (1976-2016). (1) Given the product [CH:17]1([C:20]([NH:23][C:24]2[CH:25]=[CH:26][C:27]([N:30]3[CH:38]=[C:37]4[C:32]([CH:33]=[CH:34][C:35]([NH:39][C:12](=[O:14])[C:11]5[CH:10]=[CH:9][C:8]([N:5]6[CH2:4][CH2:3][CH:2]([OH:1])[CH2:7][CH2:6]6)=[CH:16][CH:15]=5)=[CH:36]4)=[N:31]3)=[CH:28][CH:29]=2)=[O:22])[CH2:19][CH2:18]1, predict the reactants needed to synthesize it. The reactants are: [OH:1][CH:2]1[CH2:7][CH2:6][N:5]([C:8]2[CH:16]=[CH:15][C:11]([C:12]([OH:14])=O)=[CH:10][CH:9]=2)[CH2:4][CH2:3]1.[CH:17]1([C:20]([OH:22])=O)[CH2:19][CH2:18]1.[NH2:23][C:24]1[CH:29]=[CH:28][C:27]([N:30]2[CH:38]=[C:37]3[C:32]([CH:33]=[CH:34][C:35]([NH2:39])=[CH:36]3)=[N:31]2)=[CH:26][CH:25]=1. (2) Given the product [CH2:1]([C:8]1[CH:9]=[C:10]2[C:15](=[CH:16][C:17]=1[F:18])[N:14]=[C:13]([N:19]1[CH:23]=[C:22]([C:24]([OH:26])=[O:25])[CH:21]=[N:20]1)[N:12]=[C:11]2[N:30]1[CH2:34][CH2:33][CH2:32][CH2:31]1)[C:2]1[CH:3]=[CH:4][CH:5]=[CH:6][CH:7]=1, predict the reactants needed to synthesize it. The reactants are: [CH2:1]([C:8]1[CH:9]=[C:10]2[C:15](=[CH:16][C:17]=1[F:18])[N:14]=[C:13]([N:19]1[CH:23]=[C:22]([C:24]([O:26]CC)=[O:25])[CH:21]=[N:20]1)[NH:12][C:11]2=O)[C:2]1[CH:7]=[CH:6][CH:5]=[CH:4][CH:3]=1.[NH:30]1[CH2:34][CH2:33][CH2:32][CH2:31]1. (3) Given the product [CH2:30]([NH:34][C:35]([C@H:37]1[CH2:49][C:48]2[C:47]3[C:42](=[CH:43][CH:44]=[CH:45][CH:46]=3)[NH:41][C:40]=2[C@@H:39]([C:50]2[CH:58]=[CH:57][C:53]3[O:54][CH2:55][O:56][C:52]=3[CH:51]=2)[N:38]1[C:1](=[O:11])[CH:2]=[CH:3][C:4]1[CH:5]=[CH:6][CH:7]=[CH:8][CH:9]=1)=[O:36])[CH2:31][CH2:32][CH3:33], predict the reactants needed to synthesize it. The reactants are: [C:1]([OH:11])(=O)/[CH:2]=[CH:3]/[C:4]1[CH:9]=[CH:8][CH:7]=[CH:6][CH:5]=1.ClN1C(OC)=NC(OC)=NC1.CN1CCOCC1.[CH2:30]([NH:34][C:35]([C@H:37]1[CH2:49][C:48]2[C:47]3[C:42](=[CH:43][CH:44]=[CH:45][CH:46]=3)[NH:41][C:40]=2[C@@H:39]([C:50]2[CH:58]=[CH:57][C:53]3[O:54][CH2:55][O:56][C:52]=3[CH:51]=2)[NH:38]1)=[O:36])[CH2:31][CH2:32][CH3:33]. (4) Given the product [N:38]1[CH:39]=[CH:34][CH:35]=[C:36]([CH2:40][NH:41][C:27](=[O:28])[C:26]2[CH:25]=[CH:24][C:23]([C:21]3[CH:20]=[CH:19][C:18]4[N:14]([C:10]5[CH:11]=[CH:12][CH:13]=[C:8]([NH:7][C:5]([NH:4][CH2:3][C:2]([F:1])([F:33])[F:32])=[O:6])[CH:9]=5)[CH:15]=[N:16][C:17]=4[CH:22]=3)=[CH:31][CH:30]=2)[CH:37]=1, predict the reactants needed to synthesize it. The reactants are: [F:1][C:2]([F:33])([F:32])[CH2:3][NH:4][C:5]([NH:7][C:8]1[CH:9]=[C:10]([N:14]2[C:18]3[CH:19]=[CH:20][C:21]([C:23]4[CH:31]=[CH:30][C:26]([C:27](O)=[O:28])=[CH:25][CH:24]=4)=[CH:22][C:17]=3[N:16]=[CH:15]2)[CH:11]=[CH:12][CH:13]=1)=[O:6].[CH:34]1[CH:39]=[N:38][CH:37]=[C:36]([CH2:40][NH2:41])[CH:35]=1. (5) Given the product [C:1]([C:5]1[C:6]([O:28][CH3:29])=[C:7]([CH2:19][CH2:20][C:21]2[N:26]=[CH:25][C:24]([NH:27][S:37]([CH3:36])(=[O:39])=[O:38])=[CH:23][CH:22]=2)[CH:8]=[C:9]([C:11]2[C:12]([O:17][CH3:18])=[N:13][CH:14]=[CH:15][CH:16]=2)[CH:10]=1)([CH3:4])([CH3:2])[CH3:3], predict the reactants needed to synthesize it. The reactants are: [C:1]([C:5]1[C:6]([O:28][CH3:29])=[C:7]([CH2:19][CH2:20][C:21]2[N:26]=[CH:25][C:24]([NH2:27])=[CH:23][CH:22]=2)[CH:8]=[C:9]([C:11]2[C:12]([O:17][CH3:18])=[N:13][CH:14]=[CH:15][CH:16]=2)[CH:10]=1)([CH3:4])([CH3:3])[CH3:2].N1C=CC=CC=1.[CH3:36][S:37](Cl)(=[O:39])=[O:38]. (6) Given the product [ClH:27].[ClH:27].[N:1]1[CH:6]=[CH:5][CH:4]=[C:3]([CH:7]2[CH2:8][CH2:9][CH:10]3[CH2:15][CH2:14][N:16]2[CH2:12][CH2:11]3)[CH:2]=1, predict the reactants needed to synthesize it. The reactants are: [N:1]1[CH:6]=[CH:5][CH:4]=[C:3]([CH:7]([NH2:16])[CH2:8][CH2:9][CH:10]2[CH2:15][CH2:14]O[CH2:12][CH2:11]2)[CH:2]=1.C(O)C.C([O-])([O-])=O.[K+].[K+].[Na+].[Cl-:27]. (7) The reactants are: C([N:3]1[C:15]2[CH:14]=[CH:13][CH:12]=[CH:11][C:10]=2[C:9]2[C:4]1=[CH:5][CH:6]=[CH:7][CH:8]=2)C.[N+:16]([O-:19])(O)=[O:17].Cl[C:21]1C=CC=C[C:22]=1Cl. Given the product [N+:16]([CH2:21][CH2:22][C:5]1[C:4]2[NH:3][C:15]3[C:10](=[CH:11][CH:12]=[CH:13][CH:14]=3)[C:9]=2[CH:8]=[CH:7][CH:6]=1)([O-:19])=[O:17], predict the reactants needed to synthesize it. (8) Given the product [CH2:9]([N:16]1[CH2:21][CH2:20][CH:19]([NH:22][CH2:23][C:24]2[N:25]=[C:26]([CH2:29][O:30][Si:5]([C:1]([CH3:4])([CH3:3])[CH3:2])([CH3:8])[CH3:7])[NH:27][CH:28]=2)[CH2:18][CH2:17]1)[C:10]1[CH:11]=[CH:12][CH:13]=[CH:14][CH:15]=1, predict the reactants needed to synthesize it. The reactants are: [C:1]([Si:5]([CH3:8])([CH3:7])Cl)([CH3:4])([CH3:3])[CH3:2].[CH2:9]([N:16]1[CH2:21][CH2:20][CH:19]([NH:22][CH2:23][C:24]2[N:25]=[C:26]([CH2:29][OH:30])[NH:27][CH:28]=2)[CH2:18][CH2:17]1)[C:10]1[CH:15]=[CH:14][CH:13]=[CH:12][CH:11]=1.C(N(CC)CC)C.C(Cl)(Cl)Cl. (9) Given the product [C:17]([S:20]([N:22]=[C:2]1[CH2:7][CH2:6][CH:5]([NH:8][C:9](=[O:15])[O:10][C:11]([CH3:14])([CH3:13])[CH3:12])[CH2:4][CH2:3]1)=[O:21])([CH3:19])([CH3:18])[CH3:16], predict the reactants needed to synthesize it. The reactants are: O=[C:2]1[CH2:7][CH2:6][CH:5]([NH:8][C:9](=[O:15])[O:10][C:11]([CH3:14])([CH3:13])[CH3:12])[CH2:4][CH2:3]1.[CH3:16][C:17]([S:20]([NH2:22])=[O:21])([CH3:19])[CH3:18]. (10) Given the product [NH2:1][C:2]1[N:7]=[C:6]([C:8]2[CH:16]=[CH:15][C:11]3[O:12][CH2:13][O:14][C:10]=3[CH:9]=2)[C:5]([C:17]#[N:18])=[C:4]([O:30][CH2:23][C:24]2[CH:29]=[CH:28][CH:27]=[CH:26][CH:25]=2)[N:3]=1, predict the reactants needed to synthesize it. The reactants are: [NH2:1][C:2]1[N:7]=[C:6]([C:8]2[CH:16]=[CH:15][C:11]3[O:12][CH2:13][O:14][C:10]=3[CH:9]=2)[C:5]([C:17]#[N:18])=[C:4](S(C)(=O)=O)[N:3]=1.[CH2:23]([OH:30])[C:24]1[CH:29]=[CH:28][CH:27]=[CH:26][CH:25]=1.C1CCN2C(=NCCC2)CC1.